This data is from Full USPTO retrosynthesis dataset with 1.9M reactions from patents (1976-2016). The task is: Predict the reactants needed to synthesize the given product. (1) Given the product [S:1]([O-:3])([O:2][O-:6])(=[O:5])=[O:4].[S:1](=[O:3])(=[O:2])([OH:5])[OH:4], predict the reactants needed to synthesize it. The reactants are: [S:1](=[O:5])(=[O:4])([OH:3])[OH:2].[OH:6]OS([O-])=O.[K+]. (2) Given the product [C:1]1([CH3:11])[CH:2]=[CH:3][C:4]([S:7]([OH:10])(=[O:8])=[O:9])=[CH:5][CH:6]=1.[C:16]([C:18]1[CH:23]=[CH:22][CH:21]=[CH:20][C:19]=1[C:24]1[C:25](=[O:42])[N:26]([C:36]2[CH:41]=[CH:40][CH:39]=[CH:38][CH:37]=2)[CH:27]=[C:28]([C:30]2[CH:35]=[CH:34][CH:33]=[CH:32][N:31]=2)[CH:29]=1)#[N:17], predict the reactants needed to synthesize it. The reactants are: [C:1]1([CH3:11])[CH:6]=[CH:5][C:4]([S:7]([OH:10])(=[O:9])=[O:8])=[CH:3][CH:2]=1.C(O)(C)C.[C:16]([C:18]1[CH:23]=[CH:22][CH:21]=[CH:20][C:19]=1[C:24]1[C:25](=[O:42])[N:26]([C:36]2[CH:41]=[CH:40][CH:39]=[CH:38][CH:37]=2)[CH:27]=[C:28]([C:30]2[CH:35]=[CH:34][CH:33]=[CH:32][N:31]=2)[CH:29]=1)#[N:17].CC(C)=O. (3) Given the product [I:25][C:24]1[C:16]([S:15][C:6]2[N:5]([CH2:4][CH2:3][CH2:2][NH:1][CH2:26][C:27]([CH3:30])([CH3:29])[CH3:28])[C:13]3[CH:12]=[CH:11][N:10]=[C:9]([NH2:14])[C:8]=3[N:7]=2)=[CH:17][C:18]2[O:22][CH2:21][O:20][C:19]=2[CH:23]=1, predict the reactants needed to synthesize it. The reactants are: [NH2:1][CH2:2][CH2:3][CH2:4][N:5]1[C:13]2[CH:12]=[CH:11][N:10]=[C:9]([NH2:14])[C:8]=2[N:7]=[C:6]1[S:15][C:16]1[C:24]([I:25])=[CH:23][C:19]2[O:20][CH2:21][O:22][C:18]=2[CH:17]=1.[CH:26](=O)[C:27]([CH3:30])([CH3:29])[CH3:28].BrC1C(SC2N(CCNCC(C)(C)C)C3C=CN=C(N)C=3N=2)=CC2OCOC=2C=1. (4) The reactants are: [C:1]([C:3]1[CH:12]=[C:11]2[C:6]([CH2:7][CH2:8][N:9]([C:23]([O:25][C:26]([CH3:29])([CH3:28])[CH3:27])=[O:24])[CH:10]2[C:13]2([C:17]3[CH:22]=[CH:21][CH:20]=[CH:19][N:18]=3)[CH2:16][CH2:15][CH2:14]2)=[CH:5][CH:4]=1)#[N:2]. Given the product [NH2:2][CH2:1][C:3]1[CH:12]=[C:11]2[C:6]([CH2:7][CH2:8][N:9]([C:23]([O:25][C:26]([CH3:29])([CH3:28])[CH3:27])=[O:24])[CH:10]2[C:13]2([C:17]3[CH:22]=[CH:21][CH:20]=[CH:19][N:18]=3)[CH2:14][CH2:15][CH2:16]2)=[CH:5][CH:4]=1, predict the reactants needed to synthesize it. (5) Given the product [Cl:18][C:14]1[N:13]=[CH:12][N:11]=[C:10]2[N:6]([C:2]3[S:1][CH:5]=[CH:4][N:3]=3)[N:7]=[CH:8][C:9]=12, predict the reactants needed to synthesize it. The reactants are: [S:1]1[CH:5]=[CH:4][N:3]=[C:2]1[N:6]1[C:10]2=[N:11][CH:12]=[N:13][C:14](O)=[C:9]2[CH:8]=[N:7]1.P(Cl)(Cl)([Cl:18])=O. (6) The reactants are: [CH2:1]([C:3]1[CH:8]=[C:7]([C:9]([F:12])([F:11])[F:10])[CH:6]=[C:5](OC)[C:4]=1[C:15]1[O:16][CH2:17][C:18]([CH3:21])([CH3:20])[N:19]=1)[CH3:2].[CH3:22][Mg]Br. Given the product [CH2:1]([C:3]1[CH:8]=[C:7]([C:9]([F:12])([F:11])[F:10])[CH:6]=[C:5]([CH3:22])[C:4]=1[C:15]1[O:16][CH2:17][C:18]([CH3:21])([CH3:20])[N:19]=1)[CH3:2], predict the reactants needed to synthesize it. (7) Given the product [Br:1][C:2]1[CH:3]=[CH:4][C:5]2[C:11]3[S:12][C:13]([C:15]4[C:16]([C:21]5[CH:26]=[CH:25][CH:24]=[CH:23][C:22]=5[Cl:27])=[CH:17][NH:18][N:30]=4)=[CH:14][C:10]=3[CH2:9][CH2:8][O:7][C:6]=2[CH:29]=1, predict the reactants needed to synthesize it. The reactants are: [Br:1][C:2]1[CH:3]=[CH:4][C:5]2[C:11]3[S:12][C:13]([C:15](=O)[C:16]([C:21]4[CH:26]=[CH:25][CH:24]=[CH:23][C:22]=4[Cl:27])=[CH:17][N:18](C)C)=[CH:14][C:10]=3[CH2:9][CH2:8][O:7][C:6]=2[CH:29]=1.[NH2:30]N.